This data is from Full USPTO retrosynthesis dataset with 1.9M reactions from patents (1976-2016). The task is: Predict the reactants needed to synthesize the given product. The reactants are: Br[C:2]1[CH:3]=[C:4]2[C:9](=[CH:10][CH:11]=1)[CH2:8][N:7]([C:12]([O:14][C:15]([CH3:18])([CH3:17])[CH3:16])=[O:13])[CH2:6][CH2:5]2.[CH3:19][C:20]1([CH3:36])[C:24]([CH3:26])([CH3:25])[O:23][B:22]([B:22]2[O:23][C:24]([CH3:26])([CH3:25])[C:20]([CH3:36])([CH3:19])[O:21]2)[O:21]1.C([O-])(=O)C.[K+].C([O-])([O-])=O.[Na+].[Na+]. Given the product [CH3:19][C:20]1([CH3:36])[C:24]([CH3:26])([CH3:25])[O:23][B:22]([C:2]2[CH:3]=[C:4]3[C:9](=[CH:10][CH:11]=2)[CH2:8][N:7]([C:12]([O:14][C:15]([CH3:18])([CH3:17])[CH3:16])=[O:13])[CH2:6][CH2:5]3)[O:21]1, predict the reactants needed to synthesize it.